The task is: Predict the reactants needed to synthesize the given product.. This data is from Full USPTO retrosynthesis dataset with 1.9M reactions from patents (1976-2016). The reactants are: [CH3:16][C:11]1([CH3:17])[C:12]([CH3:15])([CH3:14])[O:13][B:9]([B:9]2[O:13][C:12]([CH3:15])([CH3:14])[C:11]([CH3:17])([CH3:16])[O:10]2)[O:10]1.C([O-])(=O)C.[K+].C(Cl)Cl.FC(F)(F)S([O:32][C:33]1[CH2:38][CH:37]([CH3:39])[CH2:36][C:35](=O)[CH:34]=1)(=O)=O. Given the product [CH3:39][CH:37]1[CH2:38][C:33](=[O:32])[CH:34]=[C:35]([B:9]2[O:10][C:11]([CH3:16])([CH3:17])[C:12]([CH3:14])([CH3:15])[O:13]2)[CH2:36]1, predict the reactants needed to synthesize it.